Task: Predict the product of the given reaction.. Dataset: Forward reaction prediction with 1.9M reactions from USPTO patents (1976-2016) (1) Given the reactants [N+:1]([C:4]1[CH:9]=[CH:8][C:7]([N:10]2[CH2:15][CH2:14][CH:13]([OH:16])[CH2:12][CH2:11]2)=[CH:6][CH:5]=1)([O-])=O.[NH4+].[Cl-].CCO, predict the reaction product. The product is: [NH2:1][C:4]1[CH:9]=[CH:8][C:7]([N:10]2[CH2:11][CH2:12][CH:13]([OH:16])[CH2:14][CH2:15]2)=[CH:6][CH:5]=1. (2) The product is: [Br:1][C:2]1[CH:3]=[C:4]([N:12]2[C:18](=[O:17])[CH2:19][C:14]([CH3:21])([CH3:13])[C:15]2=[O:16])[CH:5]=[C:6]([O:8][CH2:9][O:10][CH3:11])[CH:7]=1. Given the reactants [Br:1][C:2]1[CH:3]=[C:4]([NH2:12])[CH:5]=[C:6]([O:8][CH2:9][O:10][CH3:11])[CH:7]=1.[CH3:13][C:14]1([CH3:21])[CH2:19][C:18](=O)[O:17][C:15]1=[O:16].C(N1C=CN=C1)(N1C=CN=C1)=O, predict the reaction product. (3) The product is: [O:20]=[C:19]1[C:4]2[C:3](=[CH:8][CH:7]=[CH:6][C:5]=2[C:9]2[CH:14]=[CH:13][C:12]([C:15]([F:16])([F:17])[F:18])=[CH:11][CH:10]=2)[CH2:2][N:23]1[C:24]1[CH:25]=[C:26]([C:30]([O:32][CH3:33])=[O:31])[N:27]([CH3:29])[CH:28]=1. Given the reactants Br[CH2:2][C:3]1[CH:8]=[CH:7][CH:6]=[C:5]([C:9]2[CH:14]=[CH:13][C:12]([C:15]([F:18])([F:17])[F:16])=[CH:11][CH:10]=2)[C:4]=1[C:19](OC)=[O:20].[NH2:23][C:24]1[CH:25]=[C:26]([C:30]([O:32][CH3:33])=[O:31])[N:27]([CH3:29])[CH:28]=1, predict the reaction product. (4) The product is: [Cl:1][C:2]1[C:3]([C:17]2[CH:22]=[CH:21][CH:20]=[C:19]([NH:23][CH2:24][CH:25]3[CH2:30][CH2:29][O:28][CH2:27][CH2:26]3)[N:18]=2)=[CH:4][C:5]([NH:8][C:9]([C@@H:11]2[CH2:16][CH2:15][CH2:14][N:13]([CH2:37][C:38]([F:41])([F:40])[F:39])[CH2:12]2)=[O:10])=[N:6][CH:7]=1.[F:31][C:32]([F:43])([F:42])[C:47]([OH:48])=[O:50]. Given the reactants [Cl:1][C:2]1[C:3]([C:17]2[CH:22]=[CH:21][CH:20]=[C:19]([NH:23][CH2:24][CH:25]3[CH2:30][CH2:29][O:28][CH2:27][CH2:26]3)[N:18]=2)=[CH:4][C:5]([NH:8][C:9]([C@@H:11]2[CH2:16][CH2:15][CH2:14][NH:13][CH2:12]2)=[O:10])=[N:6][CH:7]=1.[F:31][C:32]([F:43])([F:42])S(O[CH2:37][C:38]([F:41])([F:40])[F:39])(=O)=O.C(#N)C.[C:47](=[O:50])([O-])[O-:48].[K+].[K+], predict the reaction product. (5) Given the reactants [Cl:1][C:2]1[CH:3]=[C:4]([C:9]2[CH:14]=[CH:13][C:12](/[C:15](/[CH3:19])=[CH:16]/[CH2:17][OH:18])=[CH:11][CH:10]=2)[CH:5]=[C:6]([Cl:8])[CH:7]=1.[CH2:20]([O:22][C@@H:23]([CH2:29][C:30]1[CH:35]=[CH:34][C:33](O)=[CH:32][CH:31]=1)[C:24]([O:26][CH2:27][CH3:28])=[O:25])[CH3:21], predict the reaction product. The product is: [Cl:1][C:2]1[CH:3]=[C:4]([C:9]2[CH:10]=[CH:11][C:12](/[C:15](/[CH3:19])=[CH:16]/[CH2:17][O:18][C:33]3[CH:32]=[CH:31][C:30]([CH2:29][C@H:23]([O:22][CH2:20][CH3:21])[C:24]([O:26][CH2:27][CH3:28])=[O:25])=[CH:35][CH:34]=3)=[CH:13][CH:14]=2)[CH:5]=[C:6]([Cl:8])[CH:7]=1. (6) Given the reactants Cl[C:2]1[CH:11]=[CH:10][N:9]=[C:8]2[C:3]=1[C:4]1[CH:16]=[C:15]([C:17]([F:20])([F:19])[F:18])[CH:14]=[CH:13][C:5]=1[C:6](=[O:12])[NH:7]2.[NH2:21][C:22]1[CH:27]=[CH:26][C:25]([NH:28][C:29](=[O:36])[C:30]2[CH:35]=[CH:34][CH:33]=[CH:32][CH:31]=2)=[CH:24][CH:23]=1, predict the reaction product. The product is: [F:18][C:17]([F:20])([F:19])[C:15]1[CH:14]=[CH:13][C:5]2[C:6](=[O:12])[NH:7][C:8]3[C:3]([C:4]=2[CH:16]=1)=[C:2]([NH:21][C:22]1[CH:27]=[CH:26][C:25]([NH:28][C:29](=[O:36])[C:30]2[CH:35]=[CH:34][CH:33]=[CH:32][CH:31]=2)=[CH:24][CH:23]=1)[CH:11]=[CH:10][N:9]=3. (7) Given the reactants Br[C:2]1[CH:7]=[CH:6][C:5]([N:8]2[CH2:13][CH2:12][N:11]([S:14]([C:17]3([C:27]([O:29][CH3:30])=[O:28])[CH2:22][CH2:21][N:20]([CH2:23][CH2:24][O:25][CH3:26])[CH2:19][CH2:18]3)(=[O:16])=[O:15])[CH2:10][CH2:9]2)=[CH:4][CH:3]=1.[CH2:31](B([CH2:31][CH2:32][CH2:33][CH3:34])[CH2:31][CH2:32][CH2:33][CH3:34])[CH2:32][CH2:33][CH3:34].P([O-])([O-])([O-])=O.[K+].[K+].[K+].ClCCl, predict the reaction product. The product is: [CH2:31]([C:2]1[CH:3]=[CH:4][C:5]([N:8]2[CH2:13][CH2:12][N:11]([S:14]([C:17]3([C:27]([O:29][CH3:30])=[O:28])[CH2:18][CH2:19][N:20]([CH2:23][CH2:24][O:25][CH3:26])[CH2:21][CH2:22]3)(=[O:15])=[O:16])[CH2:10][CH2:9]2)=[CH:6][CH:7]=1)[CH2:32][CH2:33][CH3:34]. (8) Given the reactants C(O[C:6]([N:8]([C:42](OC(C)(C)C)=O)[C:9](=[O:41])[C:10]1[CH:15]=[C:14]([N:16]2[CH2:20][CH2:19][CH2:18][S:17]2(=[O:22])=[O:21])[CH:13]=[CH:12][C:11]=1[C:23]([N:25]1[CH2:30][CH2:29][N:28]([C:31]2[C:36]([CH3:37])=[CH:35][C:34]([CH:38]3[CH2:40][CH2:39]3)=[CH:33][N:32]=2)[CH2:27][CH2:26]1)=[O:24])=O)(C)(C)C.O1CCCC1.CNC, predict the reaction product. The product is: [CH:38]1([C:34]2[CH:35]=[C:36]([CH3:37])[C:31]([N:28]3[CH2:27][CH2:26][N:25]([C:23]([C:11]4[CH:12]=[CH:13][C:14]([N:16]5[CH2:20][CH2:19][CH2:18][S:17]5(=[O:22])=[O:21])=[CH:15][C:10]=4[C:9]([N:8]([CH3:42])[CH3:6])=[O:41])=[O:24])[CH2:30][CH2:29]3)=[N:32][CH:33]=2)[CH2:40][CH2:39]1.